This data is from HIV replication inhibition screening data with 41,000+ compounds from the AIDS Antiviral Screen. The task is: Binary Classification. Given a drug SMILES string, predict its activity (active/inactive) in a high-throughput screening assay against a specified biological target. (1) The drug is COc1cccc2c1[OH+][Ni-3]1(O)([n+]3ccccc3)[S+]=C(N)[N-][N+]1=C2. The result is 0 (inactive). (2) The molecule is CC=CCC1(CC)Oc2cccnc2-n2cccc2C1=O. The result is 0 (inactive). (3) The drug is CC(C)=CCc1c(O)ccc2c1OC1c3ccc(O)c(CC=C(C)C)c3OCC21. The result is 0 (inactive).